This data is from Cav3 T-type calcium channel HTS with 100,875 compounds. The task is: Binary Classification. Given a drug SMILES string, predict its activity (active/inactive) in a high-throughput screening assay against a specified biological target. (1) The compound is S(\C(Nc1ccccc1)=C/[N+]([O-])=O)C. The result is 0 (inactive). (2) The molecule is O=C1CC(C=C(NCCCn2c3c(n(c(=O)n(c3=O)C)C)nc2)C1)(C)C. The result is 0 (inactive). (3) The drug is s1c2c(CCC2)c2c1nc(n(N)c2=O)Nc1ccccc1. The result is 0 (inactive). (4) The drug is Fc1ccc(Cn2cc(/C=N\N3C(=O)C4C(C5CC4C=C5)C3=O)c3c2cccc3)cc1. The result is 0 (inactive).